This data is from Catalyst prediction with 721,799 reactions and 888 catalyst types from USPTO. The task is: Predict which catalyst facilitates the given reaction. (1) Reactant: [O:1]1[C:6]2[CH:7]=[C:8]([OH:11])[CH:9]=[CH:10][C:5]=2[NH:4][CH2:3][CH2:2]1.[C:12]1(=[O:18])[O:17][C:15](=[O:16])[CH2:14][CH2:13]1.[CH3:19]CN=C=NCCCN(C)C.Cl.Cl. Product: [CH3:19][O:17][C:15](=[O:16])[CH2:14][CH2:13][C:12](=[O:18])[N:4]1[C:5]2[CH:10]=[CH:9][C:8]([OH:11])=[CH:7][C:6]=2[O:1][CH2:2][CH2:3]1. The catalyst class is: 36. (2) Reactant: C1(S([N:10]2[C:14]3=[N:15][CH:16]=[CH:17][C:18]([F:19])=[C:13]3[CH:12]=[CH:11]2)(=O)=O)C=CC=CC=1.[CH2:20]([Li])CCC.IC.[Cl-].[NH4+].[F-].C([N+](CCCC)(CCCC)CCCC)CCC. Product: [F:19][C:18]1[CH:17]=[CH:16][N:15]=[C:14]2[NH:10][C:11]([CH3:20])=[CH:12][C:13]=12. The catalyst class is: 1. (3) Reactant: [C:1]([O:6][CH3:7])(=[O:5])[C:2]([CH3:4])=[CH2:3].[C:8]([O:13][CH2:14][C:15]1[CH:20]=[CH:19][CH:18]=[CH:17][CH:16]=1)(=[O:12])[C:9]([CH3:11])=[CH2:10].[C:21]([OH:26])(=[O:25])[C:22]([CH3:24])=[CH2:23].N(C(C)(C)C(OC)=O)=NC(C)(C)C(OC)=O. Product: [C:1]([O:6][CH3:7])(=[O:5])[C:2]([CH3:4])=[CH2:3].[C:8]([O:13][CH2:14][C:15]1[CH:16]=[CH:17][CH:18]=[CH:19][CH:20]=1)(=[O:12])[C:9]([CH3:11])=[CH2:10].[C:21]([OH:26])(=[O:25])[C:22]([CH3:24])=[CH2:23]. The catalyst class is: 311.